From a dataset of Full USPTO retrosynthesis dataset with 1.9M reactions from patents (1976-2016). Predict the reactants needed to synthesize the given product. (1) Given the product [Br:20][CH2:12][C:9]1[CH:8]=[CH:7][C:6]([C:2]([CH3:1])([CH3:5])[C:3]#[N:4])=[CH:11][CH:10]=1, predict the reactants needed to synthesize it. The reactants are: [CH3:1][C:2]([C:6]1[CH:11]=[CH:10][C:9]([CH3:12])=[CH:8][CH:7]=1)([CH3:5])[C:3]#[N:4].C1C(=O)N([Br:20])C(=O)C1. (2) Given the product [Cl:1][C:2]1[C:10]([CH2:11][N:12]2[C:20]3[C:15](=[CH:16][CH:17]=[CH:18][CH:19]=3)[C:14]([C:21]3[N:26]=[C:25]([NH:27][C:28]4[CH:33]=[CH:32][N:31]=[CH:30][CH:29]=4)[C:24]([O:34][CH3:35])=[CH:23][N:22]=3)=[N:13]2)=[C:9]([Cl:36])[CH:8]=[CH:7][C:3]=1[C:4]([NH:45][CH3:44])=[O:6], predict the reactants needed to synthesize it. The reactants are: [Cl:1][C:2]1[C:10]([CH2:11][N:12]2[C:20]3[C:15](=[CH:16][CH:17]=[CH:18][CH:19]=3)[C:14]([C:21]3[N:26]=[C:25]([NH:27][C:28]4[CH:33]=[CH:32][N:31]=[CH:30][CH:29]=4)[C:24]([O:34][CH3:35])=[CH:23][N:22]=3)=[N:13]2)=[C:9]([Cl:36])[CH:8]=[CH:7][C:3]=1[C:4]([OH:6])=O.F[P-](F)(F)(F)(F)F.[CH3:44][N:45](C(ON1C2=NC=CC=C2N=N1)=[N+](C)C)C.C(N(C(C)C)C(C)C)C.CN. (3) Given the product [CH:8]1([CH2:11][CH2:12][O:13][C:14]2[N:19]=[CH:18][C:17]([O:1][C@@H:2]3[CH2:6][CH2:5][NH:4][C:3]3=[O:7])=[CH:16][CH:15]=2)[CH2:10][CH2:9]1, predict the reactants needed to synthesize it. The reactants are: [OH:1][C@H:2]1[CH2:6][CH2:5][NH:4][C:3]1=[O:7].[CH:8]1([CH2:11][CH2:12][O:13][C:14]2[N:19]=[CH:18][C:17](O)=[CH:16][CH:15]=2)[CH2:10][CH2:9]1.C1(P(C2C=CC=CC=2)C2C=CC=CC=2)C=CC=CC=1.CC(OC(/N=N/C(OC(C)C)=O)=O)C.